From a dataset of NCI-60 drug combinations with 297,098 pairs across 59 cell lines. Regression. Given two drug SMILES strings and cell line genomic features, predict the synergy score measuring deviation from expected non-interaction effect. Drug 1: CN1C2=C(C=C(C=C2)N(CCCl)CCCl)N=C1CCCC(=O)O.Cl. Drug 2: C#CCC(CC1=CN=C2C(=N1)C(=NC(=N2)N)N)C3=CC=C(C=C3)C(=O)NC(CCC(=O)O)C(=O)O. Cell line: SW-620. Synergy scores: CSS=0.914, Synergy_ZIP=-1.23, Synergy_Bliss=1.20, Synergy_Loewe=-3.11, Synergy_HSA=0.355.